This data is from NCI-60 drug combinations with 297,098 pairs across 59 cell lines. The task is: Regression. Given two drug SMILES strings and cell line genomic features, predict the synergy score measuring deviation from expected non-interaction effect. Drug 1: CC1=CC=C(C=C1)C2=CC(=NN2C3=CC=C(C=C3)S(=O)(=O)N)C(F)(F)F. Drug 2: CC=C1C(=O)NC(C(=O)OC2CC(=O)NC(C(=O)NC(CSSCCC=C2)C(=O)N1)C(C)C)C(C)C. Cell line: NCI-H226. Synergy scores: CSS=14.0, Synergy_ZIP=2.05, Synergy_Bliss=2.79, Synergy_Loewe=-38.6, Synergy_HSA=1.60.